This data is from Full USPTO retrosynthesis dataset with 1.9M reactions from patents (1976-2016). The task is: Predict the reactants needed to synthesize the given product. (1) Given the product [NH2:7][CH2:8][CH2:9][CH2:10][NH:11][C:12]([CH:14]1[CH:18]([C:19]2[CH:24]=[CH:23][CH:22]=[C:21]([Cl:25])[C:20]=2[F:26])[C:17]([C:29]2[CH:34]=[CH:33][C:32]([Cl:35])=[CH:31][C:30]=2[F:36])([C:27]#[N:28])[CH:16]([CH2:37][C:38]([CH3:41])([CH3:40])[CH3:39])[NH:15]1)=[O:13], predict the reactants needed to synthesize it. The reactants are: C(OC(=O)[NH:7][CH2:8][CH2:9][CH2:10][NH:11][C:12]([C@H:14]1[C@H:18]([C:19]2[CH:24]=[CH:23][CH:22]=[C:21]([Cl:25])[C:20]=2[F:26])[C@:17]([C:29]2[CH:34]=[CH:33][C:32]([Cl:35])=[CH:31][C:30]=2[F:36])([C:27]#[N:28])[C@H:16]([CH2:37][C:38]([CH3:41])([CH3:40])[CH3:39])[NH:15]1)=[O:13])(C)(C)C. (2) Given the product [C:20]([C:19]1[CH:18]=[C:17]([N:7]2[CH2:12][CH2:11][CH2:10][CH2:9][CH:8]2[C:13]([OH:15])=[O:14])[CH:24]=[CH:23][CH:22]=1)#[N:21], predict the reactants needed to synthesize it. The reactants are: C(=O)([O-])[O-].[K+].[K+].[NH:7]1[CH2:12][CH2:11][CH2:10][CH2:9][CH:8]1[C:13]([OH:15])=[O:14].I[C:17]1[CH:18]=[C:19]([CH:22]=[CH:23][CH:24]=1)[C:20]#[N:21]. (3) Given the product [C:21]([O:20][C:16]([NH:17][NH:18][C:6](=[O:8])[C:5]1[CH:4]=[CH:3][C:2]([F:1])=[CH:10][CH:9]=1)=[O:19])([CH3:24])([CH3:23])[CH3:22], predict the reactants needed to synthesize it. The reactants are: [F:1][C:2]1[CH:10]=[CH:9][C:5]([C:6]([OH:8])=O)=[CH:4][CH:3]=1.CN(C=O)C.[C:16]([O:20][C:21]([CH3:24])([CH3:23])[CH3:22])(=[O:19])[NH:17][NH2:18].C(Cl)CCl.